From a dataset of Forward reaction prediction with 1.9M reactions from USPTO patents (1976-2016). Predict the product of the given reaction. (1) Given the reactants [NH2:1][N:2]1[CH2:6][CH2:5][N:4]([CH2:7][C:8]([F:11])([F:10])[F:9])[C:3]1=[O:12].[Cl:13][C:14]1[CH:15]=[C:16]([C:21]2([C:36]([F:39])([F:38])[F:37])[O:25][N:24]=[C:23]([C:26]3[CH:34]=[CH:33][C:29]([C:30](O)=[O:31])=[C:28]([CH3:35])[CH:27]=3)[CH2:22]2)[CH:17]=[C:18]([Cl:20])[CH:19]=1.CCN=C=NCCCN(C)C.C1C=CC2N(O)N=NC=2C=1.C(N(CC)CC)C, predict the reaction product. The product is: [Cl:13][C:14]1[CH:15]=[C:16]([C:21]2([C:36]([F:38])([F:37])[F:39])[O:25][N:24]=[C:23]([C:26]3[CH:34]=[CH:33][C:29]([C:30]([NH:1][N:2]4[CH2:6][CH2:5][N:4]([CH2:7][C:8]([F:9])([F:11])[F:10])[C:3]4=[O:12])=[O:31])=[C:28]([CH3:35])[CH:27]=3)[CH2:22]2)[CH:17]=[C:18]([Cl:20])[CH:19]=1. (2) The product is: [Br:1][C:2]1([Br:14])[CH2:4][C:3]1([CH2:5][CH2:6][CH2:7][CH2:8][CH2:9][CH2:10][C:11]([OH:15])=[O:12])[Br:13]. Given the reactants [Br:1][C:2]1([Br:14])[CH2:4][C:3]1([Br:13])[CH2:5][CH2:6][CH2:7][CH2:8][CH2:9][CH2:10][CH2:11][OH:12].[OH2:15], predict the reaction product. (3) Given the reactants Cl[C:2]1[CH:7]=[C:6]([C:8]([F:11])([F:10])[F:9])[N:5]=[C:4]([C:12]2[CH:17]=[N:16][CH:15]=[CH:14][N:13]=2)[N:3]=1.[CH3:18][O:19][C:20]1[CH:26]=[CH:25][C:24]([CH3:27])=[CH:23][C:21]=1[NH2:22], predict the reaction product. The product is: [CH3:18][O:19][C:20]1[CH:26]=[CH:25][C:24]([CH3:27])=[CH:23][C:21]=1[NH:22][C:2]1[CH:7]=[C:6]([C:8]([F:11])([F:10])[F:9])[N:5]=[C:4]([C:12]2[CH:17]=[N:16][CH:15]=[CH:14][N:13]=2)[N:3]=1. (4) Given the reactants [Cl:1][C:2]1[N:7]=[C:6]([N:8]2[CH2:13][CH2:12][CH:11]([NH:14][C:15](=[O:21])[O:16][C:17]([CH3:20])([CH3:19])[CH3:18])[CH2:10][CH2:9]2)[CH:5]=[C:4]([C:22]#[N:23])[CH:3]=1.Cl.[NH2:25][OH:26], predict the reaction product. The product is: [NH2:23][C:22](=[N:25][OH:26])[C:4]1[CH:3]=[C:2]([Cl:1])[N:7]=[C:6]([N:8]2[CH2:9][CH2:10][CH:11]([NH:14][C:15](=[O:21])[O:16][C:17]([CH3:20])([CH3:18])[CH3:19])[CH2:12][CH2:13]2)[CH:5]=1.